This data is from Peptide-MHC class I binding affinity with 185,985 pairs from IEDB/IMGT. The task is: Regression. Given a peptide amino acid sequence and an MHC pseudo amino acid sequence, predict their binding affinity value. This is MHC class I binding data. (1) The peptide sequence is ILNGGLGNA. The MHC is HLA-A02:19 with pseudo-sequence HLA-A02:19. The binding affinity (normalized) is 0.589. (2) The peptide sequence is VVMDYLDNLK. The MHC is HLA-A31:01 with pseudo-sequence HLA-A31:01. The binding affinity (normalized) is 0.0289. (3) The peptide sequence is NQLYLTVSF. The MHC is HLA-A32:01 with pseudo-sequence HLA-A32:01. The binding affinity (normalized) is 0.865.